This data is from Catalyst prediction with 721,799 reactions and 888 catalyst types from USPTO. The task is: Predict which catalyst facilitates the given reaction. (1) Reactant: Cl[C:2]1[N:7]=[C:6]([C:8]2[N:12]3[CH:13]=[CH:14][CH:15]=[CH:16][C:11]3=[N:10][C:9]=2[C:17]2[CH:18]=[CH:19][C:20]([O:34][CH3:35])=[C:21]([CH:33]=2)[C:22]([NH:24][C:25]2[C:30]([F:31])=[CH:29][CH:28]=[CH:27][C:26]=2[F:32])=[O:23])[CH:5]=[CH:4][N:3]=1.[CH2:36]([C:38]1[C:39]([N:47]2[CH2:52][CH2:51][CH:50]([CH2:53][CH2:54][S:55]([CH3:58])(=[O:57])=[O:56])[CH2:49][CH2:48]2)=[CH:40][C:41]([O:45][CH3:46])=[C:42]([CH:44]=1)[NH2:43])[CH3:37].Cl.O1CCOCC1.N. Product: [F:32][C:26]1[CH:27]=[CH:28][CH:29]=[C:30]([F:31])[C:25]=1[NH:24][C:22](=[O:23])[C:21]1[CH:33]=[C:17]([C:9]2[N:10]=[C:11]3[CH:16]=[CH:15][CH:14]=[CH:13][N:12]3[C:8]=2[C:6]2[CH:5]=[CH:4][N:3]=[C:2]([NH:43][C:42]3[CH:44]=[C:38]([CH2:36][CH3:37])[C:39]([N:47]4[CH2:48][CH2:49][CH:50]([CH2:53][CH2:54][S:55]([CH3:58])(=[O:57])=[O:56])[CH2:51][CH2:52]4)=[CH:40][C:41]=3[O:45][CH3:46])[N:7]=2)[CH:18]=[CH:19][C:20]=1[O:34][CH3:35]. The catalyst class is: 5. (2) Reactant: [CH3:1][O:2][C:3](=[O:13])[CH2:4][C:5]1[CH:10]=[CH:9][C:8]([CH2:11]Br)=[CH:7][CH:6]=1.[NH:14]1[CH2:18][CH2:17][CH2:16][CH2:15]1.C(=O)([O-])[O-].[K+].[K+].C(=O)([O-])O.[Na+]. Product: [CH3:1][O:2][C:3](=[O:13])[CH2:4][C:5]1[CH:10]=[CH:9][C:8]([CH2:11][N:14]2[CH2:18][CH2:17][CH2:16][CH2:15]2)=[CH:7][CH:6]=1. The catalyst class is: 37. (3) Reactant: [Cl:1][C:2]1[CH:3]=[C:4]([S:9]([NH:12][C:13]2[CH:18]=[CH:17][N:16]=[CH:15][N:14]=2)(=[O:11])=[O:10])[CH:5]=[CH:6][C:7]=1[F:8].C(N(CC)C(C)C)(C)C.[CH3:28][O:29][CH2:30]Cl. Product: [Cl:1][C:2]1[CH:3]=[C:4]([S:9](/[N:12]=[C:13]2/[N:14]=[CH:15][N:16]([CH2:28][O:29][CH3:30])[CH:17]=[CH:18]/2)(=[O:10])=[O:11])[CH:5]=[CH:6][C:7]=1[F:8]. The catalyst class is: 124. (4) Reactant: [CH2:1]([O:3][C:4](=[O:10])[CH:5]=[C:6]1[CH2:9][O:8][CH2:7]1)C.[H-].[Na+].[CH3:13][O:14][C:15](=[O:21])C[C:15]([O:14][CH3:13])=[O:21].[NH4+].[Cl-].[CH3:24][CH2:25][O:26][C:27](C)=[O:28]. Product: [CH3:1][O:3][C:4](=[O:10])[CH:5]([C:6]1([C:27]([O:26][CH2:25][CH3:24])=[O:28])[CH2:9][O:8][CH2:7]1)[C:15]([O:14][CH3:13])=[O:21]. The catalyst class is: 18.